Dataset: Full USPTO retrosynthesis dataset with 1.9M reactions from patents (1976-2016). Task: Predict the reactants needed to synthesize the given product. (1) The reactants are: [CH:1]([O:4][C:5]1[CH:14]=[C:13]([C:15]([F:18])([F:17])[F:16])[C:12]2[C:7](=[CH:8][CH:9]=[C:10]3[NH:22][C@H:21]([CH:23]([CH3:25])[CH3:24])[CH2:20][O:19][C:11]3=2)[N:6]=1)([CH3:3])[CH3:2].[BH4-].[Na+].F[CH:29](F)[C:30](O)=O. Given the product [CH2:29]([N:22]1[C:10]2[C:11](=[C:12]3[C:7](=[CH:8][CH:9]=2)[N:6]=[C:5]([O:4][CH:1]([CH3:3])[CH3:2])[CH:14]=[C:13]3[C:15]([F:18])([F:17])[F:16])[O:19][CH2:20][C@H:21]1[CH:23]([CH3:25])[CH3:24])[CH3:30], predict the reactants needed to synthesize it. (2) Given the product [CH2:7]([O:3][CH2:19][C:18]1[CH:21]=[CH:22][C:15]([C:13]#[N:14])=[CH:16][CH:17]=1)[CH2:6][CH2:5][CH3:4], predict the reactants needed to synthesize it. The reactants are: [H-].[Na+].[O:3]1[CH2:7][CH2:6][CH2:5][CH2:4]1.C(O)CCC.[C:13]([C:15]1[CH:22]=[CH:21][C:18]([CH2:19]Br)=[CH:17][CH:16]=1)#[N:14]. (3) Given the product [CH3:1][C:2]1[CH:7]=[C:6]([CH3:8])[NH:5][C:4](=[O:9])[C:3]=1[CH2:10][NH:11][C:12](=[O:37])[C:13]1[CH:18]=[C:17]([C:19]2[CH:20]=[N:21][C:22]([CH2:25][N:52]3[CH2:57][CH2:56][CH2:55][CH2:54][CH2:53]3)=[CH:23][CH:24]=2)[CH:16]=[C:15]([N:27]([CH2:34][CH3:35])[CH:28]2[CH2:29][CH2:30][O:31][CH2:32][CH2:33]2)[C:14]=1[CH3:36], predict the reactants needed to synthesize it. The reactants are: [CH3:1][C:2]1[CH:7]=[C:6]([CH3:8])[NH:5][C:4](=[O:9])[C:3]=1[CH2:10][NH:11][C:12](=[O:37])[C:13]1[CH:18]=[C:17]([C:19]2[CH:20]=[N:21][C:22]([CH2:25]O)=[CH:23][CH:24]=2)[CH:16]=[C:15]([N:27]([CH2:34][CH3:35])[CH:28]2[CH2:33][CH2:32][O:31][CH2:30][CH2:29]2)[C:14]=1[CH3:36].CS(Cl)(=O)=O.CCN(C(C)C)C(C)C.[NH:52]1[CH2:57][CH2:56][CH2:55][CH2:54][CH2:53]1. (4) Given the product [CH2:3]([O:5][C:6]([C:8]1[N:16]([CH3:17])[C:11]2=[CH:12][N:13]=[CH:14][CH:15]=[C:10]2[CH:9]=1)=[O:7])[CH3:4], predict the reactants needed to synthesize it. The reactants are: [H-].[Na+].[CH2:3]([O:5][C:6]([C:8]1[NH:16][C:11]2=[CH:12][N:13]=[CH:14][CH:15]=[C:10]2[CH:9]=1)=[O:7])[CH3:4].[CH3:17]I.[NH4+].[Cl-]. (5) Given the product [CH2:49]([O:56][C:57]([NH:59][CH2:60][CH2:61][C@H:62]([NH:73][C:5](=[O:7])[C:4]1[CH:8]=[CH:9][C:10]([C:11]([N:13]2[CH2:17][CH2:16][CH2:15][CH2:14]2)=[O:12])=[C:2]([CH3:1])[CH:3]=1)[C:63]1[NH:67][C:66]2[CH:68]=[CH:69][C:70]([Cl:72])=[CH:71][C:65]=2[N:64]=1)=[O:58])[C:50]1[CH:51]=[CH:52][CH:53]=[CH:54][CH:55]=1, predict the reactants needed to synthesize it. The reactants are: [CH3:1][C:2]1[CH:3]=[C:4]([CH:8]=[CH:9][C:10]=1[C:11]([N:13]1[CH2:17][CH2:16][CH2:15][CH2:14]1)=[O:12])[C:5]([OH:7])=O.CN(C(ON1N=NC2C=CC=CC1=2)=[N+](C)C)C.[B-](F)(F)(F)F.C(N(C(C)C)CC)(C)C.[CH2:49]([O:56][C:57]([NH:59][CH2:60][CH2:61][CH:62]([NH2:73])[C:63]1[NH:67][C:66]2[CH:68]=[CH:69][C:70]([Cl:72])=[CH:71][C:65]=2[N:64]=1)=[O:58])[C:50]1[CH:55]=[CH:54][CH:53]=[CH:52][CH:51]=1.ClCl. (6) Given the product [CH2:1]([O:3][C:4]([C:6]1[N:7]([CH3:21])[N:8]=[C:9]([C:11]2[CH:16]=[CH:15][C:14]([C:17]([F:19])([F:20])[F:18])=[CH:13][CH:12]=2)[CH:10]=1)=[O:5])[CH3:2].[CH2:1]([O:3][C:4]([C:6]1[CH:10]=[C:9]([C:11]2[CH:16]=[CH:15][C:14]([C:17]([F:19])([F:20])[F:18])=[CH:13][CH:12]=2)[N:8]([CH3:21])[N:7]=1)=[O:5])[CH3:2], predict the reactants needed to synthesize it. The reactants are: [CH2:1]([O:3][C:4]([C:6]1[CH:10]=[C:9]([C:11]2[CH:16]=[CH:15][C:14]([C:17]([F:20])([F:19])[F:18])=[CH:13][CH:12]=2)[NH:8][N:7]=1)=[O:5])[CH3:2].[CH3:21]I.[OH-].[K+]. (7) Given the product [N:33]1[CH:34]=[CH:35][CH:36]=[CH:37][C:32]=1[C:9]1[C:8]([C:6]2[CH:5]=[CH:4][N:3]=[C:2]([NH:53][C:50]3[CH:51]=[CH:52][C:47]([OH:46])=[CH:48][CH:49]=3)[CH:7]=2)=[CH:12][N:11]([C:13]([C:26]2[CH:31]=[CH:30][CH:29]=[CH:28][CH:27]=2)([C:20]2[CH:25]=[CH:24][CH:23]=[CH:22][CH:21]=2)[C:14]2[CH:19]=[CH:18][CH:17]=[CH:16][CH:15]=2)[N:10]=1, predict the reactants needed to synthesize it. The reactants are: Br[C:2]1[CH:7]=[C:6]([C:8]2[C:9]([C:32]3[CH:37]=[CH:36][CH:35]=[CH:34][N:33]=3)=[N:10][N:11]([C:13]([C:26]3[CH:31]=[CH:30][CH:29]=[CH:28][CH:27]=3)([C:20]3[CH:25]=[CH:24][CH:23]=[CH:22][CH:21]=3)[C:14]3[CH:19]=[CH:18][CH:17]=[CH:16][CH:15]=3)[CH:12]=2)[CH:5]=[CH:4][N:3]=1.Cl.C([O:46][C:47]1[CH:52]=[CH:51][C:50]([NH2:53])=[CH:49][CH:48]=1)C1C=CC=CC=1.CC(C)([O-])C.[Na+].